This data is from Catalyst prediction with 721,799 reactions and 888 catalyst types from USPTO. The task is: Predict which catalyst facilitates the given reaction. (1) Reactant: [NH2:1][CH2:2][C@@H:3]1[CH2:7][CH2:6][N:5]([CH2:8][C@H:9]([C:11]2[C:20]3[C:15](=[CH:16][CH:17]=[C:18]([O:21][CH3:22])[N:19]=3)[N:14]=[CH:13][CH:12]=2)[OH:10])[CH2:4]1.[O:23]=[C:24]1[CH2:29][S:28][C:27]2[CH:30]=[CH:31][C:32]([CH:34]=O)=[N:33][C:26]=2[NH:25]1.[BH4-].[Na+]. Product: [OH:10][C@@H:9]([C:11]1[C:20]2[C:15](=[CH:16][CH:17]=[C:18]([O:21][CH3:22])[N:19]=2)[N:14]=[CH:13][CH:12]=1)[CH2:8][N:5]1[CH2:6][CH2:7][C@@H:3]([CH2:2][NH:1][CH2:34][C:32]2[CH:31]=[CH:30][C:27]3[S:28][CH2:29][C:24](=[O:23])[NH:25][C:26]=3[N:33]=2)[CH2:4]1. The catalyst class is: 497. (2) Reactant: CC(C)([O-])C.[K+].F[C:8]1[C:18]([F:19])=[C:17]([F:20])[CH:16]=[CH:15][C:9]=1[NH:10][C@@H:11]([CH3:14])[CH2:12][OH:13]. Product: [F:20][C:17]1[CH:16]=[CH:15][C:9]2[NH:10][C@@H:11]([CH3:14])[CH2:12][O:13][C:8]=2[C:18]=1[F:19]. The catalyst class is: 3. (3) Reactant: [C:1]([O:7][CH3:8])(=[O:6])[CH2:2][C:3]([CH3:5])=[O:4].[H-].[Na+].[C:11]([Si:15]([O:18][CH2:19][CH2:20][CH2:21][CH2:22][C:23]1[CH:28]=[CH:27][C:26]([CH2:29]Cl)=[C:25]([O:31][CH3:32])[CH:24]=1)([CH3:17])[CH3:16])([CH3:14])([CH3:13])[CH3:12]. Product: [Si:15]([O:18][CH2:19][CH2:20][CH2:21][CH2:22][C:23]1[CH:28]=[CH:27][C:26]([CH2:29][CH:2]([C:3](=[O:4])[CH3:5])[C:1]([O:7][CH3:8])=[O:6])=[C:25]([O:31][CH3:32])[CH:24]=1)([C:11]([CH3:14])([CH3:13])[CH3:12])([CH3:16])[CH3:17]. The catalyst class is: 49. (4) Reactant: [Cl:1][C:2]1[CH:7]=[CH:6][C:5]([C:8]2[CH:13]=[CH:12][C:11]([C:14]([OH:16])=O)=[CH:10][CH:9]=2)=[CH:4][CH:3]=1.O=S(Cl)[Cl:19].CN(C=O)C. Product: [Cl:1][C:2]1[CH:7]=[CH:6][C:5]([C:8]2[CH:13]=[CH:12][C:11]([C:14]([Cl:19])=[O:16])=[CH:10][CH:9]=2)=[CH:4][CH:3]=1. The catalyst class is: 2.